Dataset: Full USPTO retrosynthesis dataset with 1.9M reactions from patents (1976-2016). Task: Predict the reactants needed to synthesize the given product. (1) Given the product [F:44][C:45]1[CH:53]=[CH:52][CH:51]=[C:50]([N:54]2[N:58]=[CH:57][CH:56]=[N:55]2)[C:46]=1[C:47]([N:14]1[CH2:15][CH:16]2[CH:17]([CH2:19][N:20]([C:22]3[N:60]=[C:61]([CH3:64])[N:62]=[CH:63][N:59]=3)[CH2:21]2)[CH2:18]1)=[O:49], predict the reactants needed to synthesize it. The reactants are: N1N=C(C2C=CC=CC=2C([N:14]2[CH2:18][CH:17]3[CH2:19][N:20]([C:22](OC(C)(C)C)=O)[CH2:21][CH:16]3[CH2:15]2)=O)NC=1.C(OC(N1CC2C(CNC2)C1)=O)(C)(C)C.[F:44][C:45]1[CH:53]=[CH:52][CH:51]=[C:50]([N:54]2[N:58]=[CH:57][CH:56]=[N:55]2)[C:46]=1[C:47]([OH:49])=O.[N:59]1[N:60]=[C:61]([C:64]2C=CC=CC=2C(O)=O)[NH:62][CH:63]=1. (2) The reactants are: [Br:1][C:2]1[N:3]=[C:4]2[CH:10]=[CH:9][NH:8][C:5]2=[N:6][CH:7]=1.[OH-].[K+].[I:13]I.S([O-])([O-])(=O)=S.[Na+].[Na+]. Given the product [Br:1][C:2]1[N:3]=[C:4]2[C:10]([I:13])=[CH:9][NH:8][C:5]2=[N:6][CH:7]=1, predict the reactants needed to synthesize it. (3) Given the product [CH3:1][N:2]1[CH2:7][CH2:6][C:5]([C:8]2[CH:9]=[CH:10][CH:11]=[CH:12][CH:13]=2)([CH2:14][N:15]([CH3:16])[C:29]([C:21]2[C:22]3[C:27](=[CH:26][CH:25]=[CH:24][CH:23]=3)[CH:28]=[C:19]([C:17]#[N:18])[CH:20]=2)=[O:30])[CH2:4][CH2:3]1, predict the reactants needed to synthesize it. The reactants are: [CH3:1][N:2]1[CH2:7][CH2:6][C:5]([CH2:14][NH:15][CH3:16])([C:8]2[CH:13]=[CH:12][CH:11]=[CH:10][CH:9]=2)[CH2:4][CH2:3]1.[C:17]([C:19]1[CH:20]=[C:21]([C:29](Cl)=[O:30])[C:22]2[C:27]([CH:28]=1)=[CH:26][CH:25]=[CH:24][CH:23]=2)#[N:18]. (4) Given the product [CH:2]1([S:6]([C:9]2[CH:14]=[CH:13][CH:12]=[CH:11][C:10]=2[CH2:15][NH:16][C:28](=[O:29])[C:27]([F:38])([F:37])[F:26])(=[O:8])=[O:7])[CH2:5][CH2:4][CH2:3]1, predict the reactants needed to synthesize it. The reactants are: Cl.[CH:2]1([S:6]([C:9]2[CH:14]=[CH:13][CH:12]=[CH:11][C:10]=2[CH2:15][NH2:16])(=[O:8])=[O:7])[CH2:5][CH2:4][CH2:3]1.CCN(C(C)C)C(C)C.[F:26][C:27]([F:38])([F:37])[C:28](O[C:28](=[O:29])[C:27]([F:38])([F:37])[F:26])=[O:29]. (5) Given the product [F:22][CH:20]([F:21])[O:19][C:16]1[CH:17]=[CH:18][C:13]([NH:12][C:4]2[N:3]=[C:1]([NH2:2])[N:27]([C:29]3[CH:34]=[CH:33][CH:32]=[CH:31][N:30]=3)[N:28]=2)=[CH:14][C:15]=1[O:23][CH:24]([CH3:25])[CH3:26], predict the reactants needed to synthesize it. The reactants are: [C:1]([NH:3][C:4](=[N:12][C:13]1[CH:18]=[CH:17][C:16]([O:19][CH:20]([F:22])[F:21])=[C:15]([O:23][CH:24]([CH3:26])[CH3:25])[CH:14]=1)OC1C=CC=CC=1)#[N:2].[NH:27]([C:29]1[CH:34]=[CH:33][CH:32]=[CH:31][N:30]=1)[NH2:28].